This data is from Forward reaction prediction with 1.9M reactions from USPTO patents (1976-2016). The task is: Predict the product of the given reaction. (1) The product is: [C:1]([C:5]1[CH:10]=[CH:9][C:8]([S:11]([NH:14][C:15]2[CH:19]=[CH:18][S:17][C:16]=2[C:20]([O:22][CH3:23])=[O:21])(=[O:13])=[O:12])=[C:7]([O:31][C:25]2[CH:30]=[CH:29][CH:28]=[CH:27][CH:26]=2)[CH:6]=1)([CH3:4])([CH3:3])[CH3:2]. Given the reactants [C:1]([C:5]1[CH:10]=[CH:9][C:8]([S:11]([NH:14][C:15]2[CH:19]=[CH:18][S:17][C:16]=2[C:20]([O:22][CH3:23])=[O:21])(=[O:13])=[O:12])=[C:7](I)[CH:6]=1)([CH3:4])([CH3:3])[CH3:2].[C:25]1([OH:31])[CH:30]=[CH:29][CH:28]=[CH:27][CH:26]=1.C(=NO)C1C(=CC=CC=1)O.C(=O)([O-])[O-].[Cs+].[Cs+], predict the reaction product. (2) Given the reactants Cl[CH2:2][C:3]1[CH:32]=[CH:31][C:6]([C:7]([NH:9][C:10]2[CH:15]=[CH:14][C:13]([CH3:16])=[C:12]([C:17]3[CH:22]=[C:21]([N:23]4[CH2:28][CH2:27][O:26][CH2:25][CH2:24]4)[C:20](=[O:29])[N:19]([CH3:30])[CH:18]=3)[CH:11]=2)=[O:8])=[CH:5][C:4]=1[C:33]([F:36])([F:35])[F:34].[CH3:37][NH2:38].C1COCC1, predict the reaction product. The product is: [CH3:16][C:13]1[CH:14]=[CH:15][C:10]([NH:9][C:7](=[O:8])[C:6]2[CH:31]=[CH:32][C:3]([CH2:2][NH:38][CH3:37])=[C:4]([C:33]([F:36])([F:34])[F:35])[CH:5]=2)=[CH:11][C:12]=1[C:17]1[CH:22]=[C:21]([N:23]2[CH2:28][CH2:27][O:26][CH2:25][CH2:24]2)[C:20](=[O:29])[N:19]([CH3:30])[CH:18]=1. (3) Given the reactants [N-:1]=[N+:2]=[N-:3].[S:4]([C:8]1[CH:16]=[CH:15][C:11]([N+:12]([O-:14])=[O:13])=[CH:10][CH:9]=1)([O-])(=[O:6])=[O:5].[N+:17]([C:20]1[CH:25]=[CH:24][C:23]([S:26]([Cl:29])(=[O:28])=[O:27])=[CH:22][CH:21]=1)([O-:19])=[O:18].N1(C2C=CN=CC=2)CCCC1.[N-]=[N+]=[N-].[Na+], predict the reaction product. The product is: [N+:17]([C:20]1[CH:25]=[CH:24][C:23]([S:26]([Cl:29])(=[O:27])=[O:28])=[CH:22][CH:21]=1)([O-:19])=[O:18].[S:4]([N:1]=[N+:2]=[N-:3])([C:8]1[CH:16]=[CH:15][C:11]([N+:12]([O-:14])=[O:13])=[CH:10][CH:9]=1)(=[O:5])=[O:6]. (4) The product is: [CH2:1]([O:3][C@H:4]1[CH2:9][CH2:8][N:7]([CH2:10][C:11]2[C:19]([O:20][CH3:21])=[CH:18][C:17]([CH3:22])=[C:16]3[C:12]=2[CH:13]=[CH:14][NH:15]3)[C@H:6]([C:30]2[CH:31]=[CH:32][C:33]([C:36]([O:38][CH3:39])=[O:37])=[CH:34][CH:35]=2)[CH2:5]1)[CH3:2]. Given the reactants [CH2:1]([O:3][C@H:4]1[CH2:9][CH2:8][N:7]([CH2:10][C:11]2[C:19]([O:20][CH3:21])=[CH:18][C:17]([CH3:22])=[C:16]3[C:12]=2[CH:13]=[CH:14][N:15]3C(OC(C)(C)C)=O)[C@H:6]([C:30]2[CH:35]=[CH:34][C:33]([C:36]([O:38][CH3:39])=[O:37])=[CH:32][CH:31]=2)[CH2:5]1)[CH3:2].C([O-])([O-])=O.[K+].[K+].C[Si](C=[N+]=[N-])(C)C, predict the reaction product. (5) The product is: [NH2:8][C@H:9]([CH2:23][CH:24]1[CH2:29][CH2:28][CH2:27][CH2:26][CH2:25]1)[CH:10]([OH:22])[C:11]([NH:13][OH:14])=[O:12]. Given the reactants C(OC([NH:8][C@H:9]([CH2:23][CH:24]1[CH2:29][CH2:28][CH2:27][CH2:26][CH2:25]1)[CH:10]([OH:22])[C:11]([NH:13][O:14]CC1C=CC=CC=1)=[O:12])=O)(C)(C)C, predict the reaction product. (6) Given the reactants [N:1]([CH2:4][C:5]1[S:6][CH:7]=[C:8]([C:10]2[S:11][C:12]([Cl:15])=[CH:13][CH:14]=2)[N:9]=1)=[N+]=[N-].O1CCCC1.C1(P(C2C=CC=CC=2)C2C=CC=CC=2)C=CC=CC=1, predict the reaction product. The product is: [Cl:15][C:12]1[S:11][C:10]([C:8]2[N:9]=[C:5]([CH2:4][NH2:1])[S:6][CH:7]=2)=[CH:14][CH:13]=1. (7) Given the reactants [CH:1]([N:14]1[CH2:17][C:16]2([CH2:22][NH:21][C:20](=O)[CH2:19][O:18]2)[CH2:15]1)([C:8]1[CH:13]=[CH:12][CH:11]=[CH:10][CH:9]=1)[C:2]1[CH:7]=[CH:6][CH:5]=[CH:4][CH:3]=1, predict the reaction product. The product is: [CH:1]([N:14]1[CH2:17][C:16]2([CH2:22][NH:21][CH2:20][CH2:19][O:18]2)[CH2:15]1)([C:2]1[CH:3]=[CH:4][CH:5]=[CH:6][CH:7]=1)[C:8]1[CH:9]=[CH:10][CH:11]=[CH:12][CH:13]=1. (8) Given the reactants [F:1][C:2]1[CH:7]=[C:6]([C:8]([F:11])([CH3:10])[CH3:9])[CH:5]=[CH:4][C:3]=1[C@@H:12]([NH:14]C(=O)OC(C)(C)C)[CH3:13].[ClH:22].O1CCOCC1, predict the reaction product. The product is: [ClH:22].[F:1][C:2]1[CH:7]=[C:6]([C:8]([F:11])([CH3:10])[CH3:9])[CH:5]=[CH:4][C:3]=1[C@@H:12]([NH2:14])[CH3:13].